The task is: Predict which catalyst facilitates the given reaction.. This data is from Catalyst prediction with 721,799 reactions and 888 catalyst types from USPTO. (1) Product: [Br:1][C:2]1[CH:3]=[C:4]([CH2:9][C:10]([CH3:12])=[O:11])[CH:5]=[CH:6][C:7]=1[O:8][CH2:19][O:20][CH3:21]. Reactant: [Br:1][C:2]1[CH:3]=[C:4]([CH2:9][C:10]([CH3:12])=[O:11])[CH:5]=[CH:6][C:7]=1[OH:8].C(=O)([O-])[O-].[K+].[K+].[CH3:19][O:20][CH2:21]Cl. The catalyst class is: 21. (2) Reactant: [Cl:1][C:2]1[CH:7]=[CH:6][C:5]([CH2:8][C@H:9]([NH:29][C:30]([C@@H:32]2[CH2:41][C:40]3[C:35](=[CH:36][CH:37]=[CH:38][CH:39]=3)[CH2:34][N:33]2C(OC(C)(C)C)=O)=[O:31])[C:10]([N:12]2[CH2:17][CH2:16][N:15]([C:18]3[CH:23]=[CH:22][CH:21]=[CH:20][C:19]=3[NH:24][S:25]([CH3:28])(=[O:27])=[O:26])[CH2:14][CH2:13]2)=[O:11])=[CH:4][CH:3]=1. Product: [CH2:34]1[C:35]2[C:40](=[CH:39][CH:38]=[CH:37][CH:36]=2)[CH2:41][C@@H:32]([C:30]([NH:29][C@@H:9]([CH2:8][C:5]2[CH:6]=[CH:7][C:2]([Cl:1])=[CH:3][CH:4]=2)[C:10]([N:12]2[CH2:17][CH2:16][N:15]([C:18]3[CH:23]=[CH:22][CH:21]=[CH:20][C:19]=3[NH:24][S:25]([CH3:28])(=[O:26])=[O:27])[CH2:14][CH2:13]2)=[O:11])=[O:31])[NH:33]1. The catalyst class is: 25. (3) Reactant: [CH3:1][C:2]1[CH:9]=[C:8]([CH3:10])[C:7]([CH3:11])=[CH:6][C:3]=1[CH:4]=[O:5].[Cl-].[Al+3].[Cl-].[Cl-].[Br:16]Br.O. Product: [Br:16][C:9]1[C:2]([CH3:1])=[C:3]([CH:6]=[C:7]([CH3:11])[C:8]=1[CH3:10])[CH:4]=[O:5]. The catalyst class is: 4. (4) Reactant: [N:1]1([CH2:6][CH2:7][CH2:8][CH2:9][C:10]2[CH:25]=[CH:24][C:13]([O:14][CH2:15][C:16]3[O:17][CH:18]=[C:19]([C:21]([OH:23])=O)[N:20]=3)=[CH:12][CH:11]=2)[CH:5]=[CH:4][N:3]=[N:2]1.Cl.CN(C)CCCN=C=NCC.O.ON1C2C=CC=CC=2N=N1.C(N(CC)CC)C.[Cl:56][C:57]1[CH:62]=[CH:61][C:60]([NH:63][CH3:64])=[CH:59][CH:58]=1.Cl. Product: [Cl:56][C:57]1[CH:62]=[CH:61][C:60]([N:63]([CH3:64])[C:21]([C:19]2[N:20]=[C:16]([CH2:15][O:14][C:13]3[CH:12]=[CH:11][C:10]([CH2:9][CH2:8][CH2:7][CH2:6][N:1]4[CH:5]=[CH:4][N:3]=[N:2]4)=[CH:25][CH:24]=3)[O:17][CH:18]=2)=[O:23])=[CH:59][CH:58]=1. The catalyst class is: 4.